Binary Classification. Given a T-cell receptor sequence (or CDR3 region) and an epitope sequence, predict whether binding occurs between them. From a dataset of TCR-epitope binding with 47,182 pairs between 192 epitopes and 23,139 TCRs. (1) The epitope is NLSALGIFST. The TCR CDR3 sequence is CASSVEGAGTEAFF. Result: 1 (the TCR binds to the epitope). (2) The epitope is FIAGLIAIV. The TCR CDR3 sequence is CANRGPYSTDTQYF. Result: 0 (the TCR does not bind to the epitope). (3) The epitope is KTSVDCTMYI. The TCR CDR3 sequence is CASSSGVGEDTEAFF. Result: 1 (the TCR binds to the epitope). (4) The TCR CDR3 sequence is CASSQEGAKWRAGELFF. The epitope is FVDGVPFVV. Result: 1 (the TCR binds to the epitope). (5) Result: 1 (the TCR binds to the epitope). The epitope is TLIGDCATV. The TCR CDR3 sequence is CASSHLLGQGDTEAFF. (6) The TCR CDR3 sequence is CSVAHTGTEQYF. Result: 0 (the TCR does not bind to the epitope). The epitope is ISDYDYYRY.